This data is from Full USPTO retrosynthesis dataset with 1.9M reactions from patents (1976-2016). The task is: Predict the reactants needed to synthesize the given product. (1) Given the product [O:7]1[CH2:12][CH2:11][CH2:10][CH2:9][CH:8]1[N:13]1[CH:17]=[C:16]([C:18]2[N:23]=[C:22]3[CH:24]=[CH:25][NH:26][C:21]3=[CH:20][CH:19]=2)[CH:15]=[N:14]1, predict the reactants needed to synthesize it. The reactants are: C([O-])([O-])=O.[Cs+].[Cs+].[O:7]1[CH2:12][CH2:11][CH2:10][CH2:9][CH:8]1[N:13]1[CH:17]=[C:16]([C:18]2[N:23]=[C:22]3[CH:24]=[CH:25][N:26](S(C4C=CC(C)=CC=4)(=O)=O)[C:21]3=[CH:20][CH:19]=2)[CH:15]=[N:14]1.C(OCC)(=O)C.CCCCCC.O. (2) Given the product [CH2:18]1[C:19]2[NH:7][C:8]3[C:13](=[CH:12][CH:11]=[CH:10][CH:9]=3)[C:14]=2[CH2:15][CH2:16][N:17]1[S:20]([CH2:23][C:24]1([C:30]([OH:32])=[O:31])[CH2:25][CH2:26][O:27][CH2:28][CH2:29]1)(=[O:21])=[O:22], predict the reactants needed to synthesize it. The reactants are: ClC(Cl)(Cl)COC([N:7]1[C:19]2[CH2:18][N:17]([S:20]([CH2:23][C:24]3([C:30]([O:32]C)=[O:31])[CH2:29][CH2:28][O:27][CH2:26][CH2:25]3)(=[O:22])=[O:21])[CH2:16][CH2:15][C:14]=2[C:13]2[C:8]1=[CH:9][CH:10]=[CH:11][CH:12]=2)=O.O.[OH-].[Li+]. (3) Given the product [Br-:22].[OH:9][C:8]([C:16]1[CH:21]=[CH:20][CH:19]=[CH:18][CH:17]=1)([C:10]1[CH:15]=[CH:14][CH:13]=[CH:12][CH:11]=1)[C:4]12[CH2:7][N+:1]([CH2:23][CH2:24][CH2:25][CH2:26][CH2:27][CH2:28][CH2:29][CH2:30][CH3:31])([CH2:6][CH2:5]1)[CH2:2][CH2:3]2, predict the reactants needed to synthesize it. The reactants are: [N:1]12[CH2:7][C:4]([C:8]([C:16]3[CH:21]=[CH:20][CH:19]=[CH:18][CH:17]=3)([C:10]3[CH:15]=[CH:14][CH:13]=[CH:12][CH:11]=3)[OH:9])([CH2:5][CH2:6]1)[CH2:3][CH2:2]2.[Br:22][CH2:23][CH2:24][CH2:25][CH2:26][CH2:27][CH2:28][CH2:29][CH2:30][CH3:31]. (4) Given the product [O:19]=[C:17]([N:59]1[CH2:58][CH2:57][CH:56]([O:55][C:54]2[CH:62]=[CH:63][CH:64]=[CH:65][C:53]=2[Cl:52])[CH2:61][CH2:60]1)[CH2:16][NH:15][C:13]([C:10]1[CH:9]=[CH:8][C:7]([C:1]2[CH:2]=[CH:3][CH:4]=[CH:5][CH:6]=2)=[CH:12][N:11]=1)=[O:14], predict the reactants needed to synthesize it. The reactants are: [C:1]1([C:7]2[CH:8]=[CH:9][C:10]([C:13]([NH:15][CH2:16][C:17]([OH:19])=O)=[O:14])=[N:11][CH:12]=2)[CH:6]=[CH:5][CH:4]=[CH:3][CH:2]=1.CCN(C(C)C)C(C)C.C1C=CC2N(O)N=NC=2C=1.CCN=C=NCCCN(C)C.Cl.Cl.[Cl:52][C:53]1[CH:65]=[CH:64][CH:63]=[CH:62][C:54]=1[O:55][CH:56]1[CH2:61][CH2:60][NH:59][CH2:58][CH2:57]1. (5) Given the product [Br:1][C:36]1[CH:37]=[C:38]([C@@H:21]2[C:22]([CH3:23])([CH3:27])[O:33][C:30](=[O:31])[NH:29][CH2:28]2)[CH:43]=[CH:39][C:35]=1[O:19][CH3:14], predict the reactants needed to synthesize it. The reactants are: [Br:1]C1C=C(CC(O)=O)C=CC=1OC.[C:14](Cl)(=[O:19])C(C)(C)C.[CH2:21]([C@H:28]1C[O:31][C:30](=[O:33])[NH:29]1)[C:22]1[CH:27]=CC=C[CH:23]=1.[Li][CH2:35][CH2:36][CH2:37][CH3:38].[CH2:39]1[CH2:43]OCC1. (6) Given the product [Br:1][C:2]1[C:3]2[N:11]([CH3:12])[C:23]([CH2:21][OH:22])=[N:8][C:4]=2[CH:5]=[CH:6][CH:7]=1, predict the reactants needed to synthesize it. The reactants are: [Br:1][C:2]1[CH:7]=[CH:6][CH:5]=[C:4]([N+:8]([O-])=O)[C:3]=1[NH:11][CH3:12].C1C=C(N)C(N[C:21]([C:23]2C=CC(N)=CC=2)=[O:22])=CC=1.C(O)(=O)CO. (7) Given the product [Cl:1][C:2]1[CH:3]=[CH:4][C:5]([NH:8][CH2:9][CH2:10][CH2:11][NH:12][C:18](=[O:19])[C:17]2[CH:21]=[C:22]([C:24]([F:25])([F:26])[F:27])[CH:23]=[C:15]([C:14]([F:13])([F:28])[F:29])[CH:16]=2)=[CH:6][CH:7]=1, predict the reactants needed to synthesize it. The reactants are: [Cl:1][C:2]1[CH:7]=[CH:6][C:5]([NH:8][CH2:9][CH2:10][CH2:11][NH2:12])=[CH:4][CH:3]=1.[F:13][C:14]([F:29])([F:28])[C:15]1[CH:16]=[C:17]([CH:21]=[C:22]([C:24]([F:27])([F:26])[F:25])[CH:23]=1)[C:18](O)=[O:19].O.ON1C2C=CC=CC=2N=N1.Cl.CN(C)CCCN=C=NCC.C(N(CC)C(C)C)(C)C.